From a dataset of Reaction yield outcomes from USPTO patents with 853,638 reactions. Predict the reaction yield, written as a fraction of the theoretical maximum amount of product (1.0 means a 100% yield; for example, 0.34 means a 34% yield). (1) The reactants are C1(C)C=CC(S(O)(=O)=O)=CC=1.[CH3:12][C:13]1[CH:19]=C(O)C=C[C:14]=1[OH:15].[C:21]([O:31][C:32]([C:35]([CH2:38][CH2:39][OH:40])([F:37])[F:36])([F:34])[F:33])([C:24]([C:27]([F:30])([F:29])[F:28])([F:26])[F:25])([F:23])[F:22].C(O)(=O)C(C)=C. The catalyst is C1CCCCC1. The product is [C:21]([O:31][C:32]([C:35]([CH2:38][CH2:39][O:40][C:14]([C:13](=[CH2:12])[CH3:19])=[O:15])([F:36])[F:37])([F:34])[F:33])([C:24]([C:27]([F:30])([F:29])[F:28])([F:26])[F:25])([F:23])[F:22]. The yield is 0.940. (2) The reactants are [H-].[Na+].[CH2:3]([C:5]1([NH:12][C:13](=[O:19])[O:14][C:15]([CH3:18])([CH3:17])[CH3:16])[CH2:10][CH2:9][CH:8]([OH:11])[CH2:7][CH2:6]1)[CH3:4].[Si:20]([O:27][CH2:28][CH2:29][C@H:30]1[CH2:41][CH2:40][C:39]2[S:38][C:37]3[N:36]=[CH:35][N:34]=[C:33](Cl)[C:32]=3[C:31]1=2)([C:23]([CH3:26])([CH3:25])[CH3:24])([CH3:22])[CH3:21]. The catalyst is C1COCC1. The product is [Si:20]([O:27][CH2:28][CH2:29][C@H:30]1[CH2:41][CH2:40][C:39]2[S:38][C:37]3[N:36]=[CH:35][N:34]=[C:33]([O:11][CH:8]4[CH2:9][CH2:10][C:5]([NH:12][C:13](=[O:19])[O:14][C:15]([CH3:18])([CH3:17])[CH3:16])([CH2:3][CH3:4])[CH2:6][CH2:7]4)[C:32]=3[C:31]1=2)([C:23]([CH3:26])([CH3:24])[CH3:25])([CH3:22])[CH3:21]. The yield is 0.430. (3) The reactants are [F:1][C:2]1[CH:7]=[CH:6][C:5]([F:8])=[CH:4][C:3]=1[C@H:9]1[CH2:13][CH2:12][CH2:11][N:10]1[C:14]1[CH:19]=[CH:18][N:17]2[N:20]=[CH:21][C:22]([NH:23][C:24]([N:26]3[CH2:29][CH:28]([OH:30])[CH2:27]3)=[O:25])=[C:16]2[N:15]=1.[S:31](=[O:35])(=[O:34])([OH:33])[OH:32]. The catalyst is CO. The product is [S:31]([OH:35])([OH:34])(=[O:33])=[O:32].[F:1][C:2]1[CH:7]=[CH:6][C:5]([F:8])=[CH:4][C:3]=1[C@H:9]1[CH2:13][CH2:12][CH2:11][N:10]1[C:14]1[CH:19]=[CH:18][N:17]2[N:20]=[CH:21][C:22]([NH:23][C:24]([N:26]3[CH2:29][CH:28]([OH:30])[CH2:27]3)=[O:25])=[C:16]2[N:15]=1. The yield is 0.700.